This data is from Full USPTO retrosynthesis dataset with 1.9M reactions from patents (1976-2016). The task is: Predict the reactants needed to synthesize the given product. (1) Given the product [Br:1][C:2]1[CH:3]=[C:4]2[C:9](=[CH:10][CH:11]=1)[CH:8]=[C:7]([S:12][C:14]1[CH:21]=[CH:20][CH:19]=[CH:18][C:15]=1[C:16]#[N:17])[CH:6]=[CH:5]2, predict the reactants needed to synthesize it. The reactants are: [Br:1][C:2]1[CH:3]=[C:4]2[C:9](=[CH:10][CH:11]=1)[CH:8]=[C:7]([SH:12])[CH:6]=[CH:5]2.I[C:14]1[CH:21]=[CH:20][CH:19]=[CH:18][C:15]=1[C:16]#[N:17].C(=O)([O-])[O-].[K+].[K+].C(O)CO. (2) Given the product [Br:17][C:15]1[N:16]=[C:11]([O:9][C:3]2[CH:8]=[CH:7][CH:6]=[CH:5][CH:4]=2)[C:12]([NH2:18])=[N:13][CH:14]=1, predict the reactants needed to synthesize it. The reactants are: [H-].[Na+].[C:3]1([OH:9])[CH:8]=[CH:7][CH:6]=[CH:5][CH:4]=1.Br[C:11]1[C:12]([NH2:18])=[N:13][CH:14]=[C:15]([Br:17])[N:16]=1.C(OCC)(=O)C. (3) Given the product [Cl:1][C:2]1[CH:3]=[C:4]([C@:8]([C@@H:16]2[CH2:21][CH2:20][CH2:19][N:18]([C:22]([NH:24][C@@H:25]([CH2:38][CH:39]3[CH2:44][CH2:43][CH2:42][CH2:41][CH2:40]3)[CH2:26][N:27]([CH3:37])[C:28]([O:30][CH2:31][CH2:32][Si:33]([CH3:34])([CH3:35])[CH3:36])=[O:29])=[O:23])[CH2:17]2)([OH:15])[CH2:9][CH2:10][CH2:11][CH2:12][OH:13])[CH:5]=[CH:6][CH:7]=1, predict the reactants needed to synthesize it. The reactants are: [Cl:1][C:2]1[CH:3]=[C:4]([C@:8]([C@@H:16]2[CH2:21][CH2:20][CH2:19][N:18]([C:22]([NH:24][C@@H:25]([CH2:38][CH:39]3[CH2:44][CH2:43][CH2:42][CH2:41][CH2:40]3)[CH2:26][N:27]([CH3:37])[C:28]([O:30][CH2:31][CH2:32][Si:33]([CH3:36])([CH3:35])[CH3:34])=[O:29])=[O:23])[CH2:17]2)([OH:15])[CH2:9][CH2:10][CH2:11][CH2:12][O:13]C)[CH:5]=[CH:6][CH:7]=1.[Al+3].[Cl-].[Cl-].[Cl-].C(ON1C(=O)CCC1=O)(OCC[Si](C)(C)C)=O.C([O-])([O-])=O.[K+].[K+]. (4) Given the product [CH3:16][N:15]([C:17]([O:19][C:20]([CH3:23])([CH3:22])[CH3:21])=[O:18])[CH2:14][CH2:13][CH2:12][C:10]1[CH:9]=[C:8]([CH2:24][OH:25])[CH:7]=[C:6]([CH2:4][OH:3])[CH:11]=1, predict the reactants needed to synthesize it. The reactants are: C([O:3][C:4]([C:6]1[CH:11]=[C:10]([CH2:12][CH2:13][CH2:14][N:15]([C:17]([O:19][C:20]([CH3:23])([CH3:22])[CH3:21])=[O:18])[CH3:16])[CH:9]=[C:8]([C:24](OCC)=[O:25])[CH:7]=1)=O)C.[H-].[Al+3].[Li+].[H-].[H-].[H-].O.O.O.O.O.O.O.O.O.O.S([O-])([O-])(=O)=O.[Na+].[Na+]. (5) Given the product [CH2:22]1[O:21][C:18]2[CH:19]=[CH:20][C:15]([CH:13]=[CH:12][C:7]([C:6]3[CH:1]=[CH:2][C:3]4[O:11][CH2:10][O:9][C:4]=4[CH:5]=3)=[O:8])=[CH:16][C:17]=2[O:23]1, predict the reactants needed to synthesize it. The reactants are: [CH:1]1[C:6]([CH:7]=[O:8])=[CH:5][C:4]2[O:9][CH2:10][O:11][C:3]=2[CH:2]=1.[CH3:12][C:13]([C:15]1[CH:20]=[CH:19][C:18]2[O:21][CH2:22][O:23][C:17]=2[CH:16]=1)=O.[OH-].[Na+].